Task: Predict the product of the given reaction.. Dataset: Forward reaction prediction with 1.9M reactions from USPTO patents (1976-2016) (1) Given the reactants N(OCCC(C)C)=O.N[C:10]1[C:15]([O:16][C:17]2[C:18]([O:23][CH2:24][C:25]([O:27][CH3:28])=[O:26])=[N:19][CH:20]=[CH:21][CH:22]=2)=[CH:14][C:13]([NH:29][C:30](=[O:32])[CH3:31])=[C:12]([F:33])[CH:11]=1.[ClH:34], predict the reaction product. The product is: [Cl:34][C:10]1[C:15]([O:16][C:17]2[C:18]([O:23][CH2:24][C:25]([O:27][CH3:28])=[O:26])=[N:19][CH:20]=[CH:21][CH:22]=2)=[CH:14][C:13]([NH:29][C:30](=[O:32])[CH3:31])=[C:12]([F:33])[CH:11]=1. (2) The product is: [CH3:3][CH:2]([C:4]([C:23]1[CH:28]=[CH:27][C:26]([O:29][CH3:30])=[C:25]([O:31][CH3:32])[CH:24]=1)([C:21]#[N:22])[CH2:5][CH2:6][CH2:7][NH:8][CH2:9][CH2:10][C:11]1[CH:16]=[CH:15][C:14]([O:17][CH3:18])=[C:13]([O:19][CH3:20])[CH:12]=1)[CH3:1]. Given the reactants [CH3:1][CH:2]([C:4]([C:23]1[CH:28]=[CH:27][C:26]([O:29][CH3:30])=[C:25]([O:31][CH3:32])[CH:24]=1)([C:21]#[N:22])[CH2:5][CH2:6][CH2:7][NH:8][CH2:9][CH2:10][C:11]1[CH:16]=[CH:15][C:14]([O:17][CH3:18])=[C:13]([O:19][CH3:20])[CH:12]=1)[CH3:3].Cl.C([O-])([O-])=O.[K+].[K+], predict the reaction product. (3) Given the reactants Cl.[NH2:2][CH:3]([C:29]1[CH:34]=[CH:33][CH:32]=[CH:31][C:30]=1[C:35]([F:38])([F:37])[F:36])[CH2:4][NH:5][C:6](=[O:28])[CH2:7][N:8]1[C:12](=[O:13])[N:11]([CH2:14][C@H:15]([OH:20])[C:16]([F:19])([F:18])[F:17])[C:10]([C:21]2[CH:26]=[CH:25][C:24]([Cl:27])=[CH:23][CH:22]=2)=[N:9]1.[CH3:39][S:40](Cl)(=[O:42])=[O:41], predict the reaction product. The product is: [Cl:27][C:24]1[CH:25]=[CH:26][C:21]([C:10]2[N:11]([CH2:14][C@H:15]([OH:20])[C:16]([F:19])([F:18])[F:17])[C:12](=[O:13])[N:8]([CH2:7][C:6]([NH:5][CH2:4][CH:3]([NH:2][S:40]([CH3:39])(=[O:42])=[O:41])[C:29]3[CH:34]=[CH:33][CH:32]=[CH:31][C:30]=3[C:35]([F:38])([F:37])[F:36])=[O:28])[N:9]=2)=[CH:22][CH:23]=1. (4) Given the reactants [CH:1]1([CH:7]([NH:18][C:19]2[CH:24]=[CH:23][C:22]([C:25]([NH:27][CH2:28][CH2:29][C:30]([O:32]CC)=[O:31])=[O:26])=[CH:21][CH:20]=2)[C:8]2[S:16][C:15]3[CH:14]=[CH:13][N:12]=[CH:11][C:10]=3[C:9]=2[CH3:17])[CH2:6][CH2:5][CH2:4][CH2:3][CH2:2]1.O1CCCC1.[OH-].[Na+], predict the reaction product. The product is: [CH:1]1([CH:7]([NH:18][C:19]2[CH:20]=[CH:21][C:22]([C:25]([NH:27][CH2:28][CH2:29][C:30]([OH:32])=[O:31])=[O:26])=[CH:23][CH:24]=2)[C:8]2[S:16][C:15]3[CH:14]=[CH:13][N:12]=[CH:11][C:10]=3[C:9]=2[CH3:17])[CH2:6][CH2:5][CH2:4][CH2:3][CH2:2]1. (5) Given the reactants [C:1]1([C:7]2([C:14]([OH:16])=[O:15])[CH2:13][CH2:12][CH2:11][CH2:10][CH2:9][CH2:8]2)[CH:6]=[CH:5][CH:4]=[CH:3][CH:2]=1.Cl.[CH3:18]O, predict the reaction product. The product is: [CH3:18][O:15][C:14]([C:7]1([C:1]2[CH:6]=[CH:5][CH:4]=[CH:3][CH:2]=2)[CH2:13][CH2:12][CH2:11][CH2:10][CH2:9][CH2:8]1)=[O:16]. (6) Given the reactants [F:1][C:2]1[CH:7]=[C:6]([N+:8]([O-])=O)[CH:5]=[CH:4][C:3]=1[S:11]([NH:14][C:15]1[C:16]([F:25])=[CH:17][C:18]2[CH2:22][O:21][B:20]([OH:23])[C:19]=2[CH:24]=1)(=[O:13])=[O:12].[H][H], predict the reaction product. The product is: [NH2:8][C:6]1[CH:5]=[CH:4][C:3]([S:11]([NH:14][C:15]2[C:16]([F:25])=[CH:17][C:18]3[CH2:22][O:21][B:20]([OH:23])[C:19]=3[CH:24]=2)(=[O:12])=[O:13])=[C:2]([F:1])[CH:7]=1.